Dataset: Full USPTO retrosynthesis dataset with 1.9M reactions from patents (1976-2016). Task: Predict the reactants needed to synthesize the given product. (1) Given the product [Br:39][C:35]1[CH:34]=[C:26]([C:27]2[N:28]=[C:29]([CH2:30][CH2:31][CH3:32])[N:8]([C:3]3[CH:4]=[CH:5][CH:6]=[CH:7][C:2]=3[CH3:10])[N:9]=2)[CH:38]=[CH:37][CH:36]=1, predict the reactants needed to synthesize it. The reactants are: Cl.[C:2]1([CH3:10])[CH:7]=[CH:6][CH:5]=[CH:4][C:3]=1[NH:8][NH2:9].C(Cl)(Cl)(Cl)Cl.C(N(CC)CC)C.C(O[C:26]1([CH:38]=[CH:37][CH:36]=[C:35]([Br:39])[CH2:34]1)[CH:27]=[N:28][C:29](=O)[CH2:30][CH2:31][CH3:32])C. (2) Given the product [F:1][C:2]1[CH:7]=[CH:6][C:5]([C:8]2[O:9][C:10]3[CH:20]=[C:19]([N:21]([CH3:26])[S:22]([CH3:25])(=[O:23])=[O:24])[C:18]([CH:27]4[O:39][CH2:38][CH2:37][NH:29][CH2:28]4)=[CH:17][C:11]=3[C:12]=2[C:13]([NH:14][CH3:15])=[O:16])=[CH:4][CH:3]=1, predict the reactants needed to synthesize it. The reactants are: [F:1][C:2]1[CH:7]=[CH:6][C:5]([C:8]2[O:9][C:10]3[CH:20]=[C:19]([N:21]([CH3:26])[S:22]([CH3:25])(=[O:24])=[O:23])[C:18]([CH:27](O)[CH2:28][N:29]([CH2:37][CH2:38][OH:39])C(=O)OC(C)(C)C)=[CH:17][C:11]=3[C:12]=2[C:13](=[O:16])[NH:14][CH3:15])=[CH:4][CH:3]=1. (3) Given the product [C:40]([C:2]1[CH:3]=[N:4][N:5]([C:27]2[CH:34]=[CH:33][C:30]([C:31]#[N:32])=[CH:29][CH:28]=2)[C:6]=1[C:7]1[C:8](=[O:26])[N:9]([CH3:25])[C:10](=[O:24])[N:11]([C:14]2[CH:19]=[CH:18][CH:17]=[C:16]([C:20]([F:23])([F:22])[F:21])[CH:15]=2)[C:12]=1[CH3:13])(=[O:42])[CH3:41], predict the reactants needed to synthesize it. The reactants are: Br[C:2]1[CH:3]=[N:4][N:5]([C:27]2[CH:34]=[CH:33][C:30]([C:31]#[N:32])=[CH:29][CH:28]=2)[C:6]=1[C:7]1[C:8](=[O:26])[N:9]([CH3:25])[C:10](=[O:24])[N:11]([C:14]2[CH:19]=[CH:18][CH:17]=[C:16]([C:20]([F:23])([F:22])[F:21])[CH:15]=2)[C:12]=1[CH3:13].C([Sn](CCCC)(CCCC)[C:40]([O:42]CC)=[CH2:41])CCC.Cl.C(OCC)(=O)C. (4) Given the product [NH2:19][C:18]1[N:14]([C:12]2[CH:11]=[C:10]([S:16][CH3:17])[N:9]=[C:8]([CH3:7])[N:13]=2)[N:15]=[C:21]([C:23]([O-:25])=[O:24])[CH:20]=1.[NH2:19][C:18]1[N:14]([C:12]2[CH:11]=[C:10]([S:16][CH3:17])[N:9]=[C:8]([CH3:7])[N:13]=2)[N:15]=[C:21]([C:23]([O:25][CH2:26][CH3:27])=[O:24])[CH:20]=1, predict the reactants needed to synthesize it. The reactants are: S(=O)(=O)(O)O.O.[CH3:7][C:8]1[N:13]=[C:12]([NH:14][NH2:15])[CH:11]=[C:10]([S:16][CH3:17])[N:9]=1.[C:18](/[CH:20]=[C:21](/[C:23]([O:25][CH2:26][CH3:27])=[O:24])\[O-])#[N:19].[K+]. (5) Given the product [C:20]1([C@@H:19]([NH:26][C:27](=[O:28])[O:17][C:13]2[CH:12]=[C:11]3[C:16](=[CH:15][CH:14]=2)[N:8]([CH2:1][C:2]2[CH:3]=[CH:4][CH:5]=[CH:6][CH:7]=2)[CH2:9][CH2:10]3)[CH3:18])[CH:25]=[CH:24][CH:23]=[CH:22][CH:21]=1, predict the reactants needed to synthesize it. The reactants are: [CH2:1]([N:8]1[C:16]2[C:11](=[CH:12][C:13]([OH:17])=[CH:14][CH:15]=2)[CH2:10][CH2:9]1)[C:2]1[CH:7]=[CH:6][CH:5]=[CH:4][CH:3]=1.[CH3:18][C@H:19]([N:26]=[C:27]=[O:28])[C:20]1[CH:25]=[CH:24][CH:23]=[CH:22][CH:21]=1.